This data is from Peptide-MHC class I binding affinity with 185,985 pairs from IEDB/IMGT. The task is: Regression. Given a peptide amino acid sequence and an MHC pseudo amino acid sequence, predict their binding affinity value. This is MHC class I binding data. (1) The peptide sequence is KEAVEDERFW. The MHC is HLA-B44:02 with pseudo-sequence HLA-B44:02. The binding affinity (normalized) is 0.647. (2) The peptide sequence is SMELPSFGV. The MHC is HLA-B40:01 with pseudo-sequence HLA-B40:01. The binding affinity (normalized) is 0.0847. (3) The peptide sequence is YIESKRGVY. The MHC is HLA-A23:01 with pseudo-sequence HLA-A23:01. The binding affinity (normalized) is 0. (4) The peptide sequence is RRVSGCVSV. The MHC is HLA-A26:01 with pseudo-sequence HLA-A26:01. The binding affinity (normalized) is 0.0847. (5) The peptide sequence is FLKPEETFV. The MHC is HLA-A69:01 with pseudo-sequence HLA-A69:01. The binding affinity (normalized) is 0.226. (6) The peptide sequence is TEDDWITYI. The MHC is HLA-B51:01 with pseudo-sequence HLA-B51:01. The binding affinity (normalized) is 0.0847. (7) The peptide sequence is MQQAYQCIV. The MHC is HLA-A02:50 with pseudo-sequence HLA-A02:50. The binding affinity (normalized) is 0.770. (8) The peptide sequence is NQQGITPNY. The MHC is HLA-A11:01 with pseudo-sequence HLA-A11:01. The binding affinity (normalized) is 0.0847.